Dataset: Full USPTO retrosynthesis dataset with 1.9M reactions from patents (1976-2016). Task: Predict the reactants needed to synthesize the given product. (1) The reactants are: [NH2:1][C:2]1[CH:14]=[C:13]([CH2:15][CH2:16][C:17]2[CH:22]=[CH:21][CH:20]=[CH:19][CH:18]=2)[CH:12]=[CH:11][C:3]=1[C:4]([O:6][C:7]([CH3:10])([CH3:9])[CH3:8])=[O:5].C(=O)([O-])[O-].[Cs+].[Cs+].Br[C:30]1[CH:38]=[CH:37][CH:36]=[CH:35][C:31]=1[N:32]([CH3:34])[CH3:33].C1(P(C2CCCCC2)C2C=CC=CC=2C2C(C(C)C)=CC(C(C)C)=CC=2C(C)C)CCCCC1.C(O)(=O)CC(CC(O)=O)(C(O)=O)O. Given the product [CH3:33][N:32]([CH3:34])[C:31]1[CH:35]=[CH:36][CH:37]=[CH:38][C:30]=1[NH:1][C:2]1[CH:14]=[C:13]([CH2:15][CH2:16][C:17]2[CH:18]=[CH:19][CH:20]=[CH:21][CH:22]=2)[CH:12]=[CH:11][C:3]=1[C:4]([O:6][C:7]([CH3:10])([CH3:9])[CH3:8])=[O:5], predict the reactants needed to synthesize it. (2) Given the product [CH2:1]([O:3][C:4]([C:6]1([C:12]([OH:14])=[O:13])[CH2:10][CH2:9][CH:8]([OH:11])[CH2:7]1)=[O:5])[CH3:2], predict the reactants needed to synthesize it. The reactants are: [CH2:1]([O:3][C:4]([C:6]1([C:12]([O:14]CC)=[O:13])[CH2:10][CH2:9][CH:8]([OH:11])[CH2:7]1)=[O:5])[CH3:2].[OH-].[Na+]. (3) Given the product [C:1]([O:5][C:6]([NH:8][CH2:9][CH2:10][CH2:11][NH:12][C:62](=[O:63])/[CH:61]=[CH:60]/[C:58]1[C:57]([O:65][CH2:66][CH2:67][C:68]2[CH:73]=[CH:72][CH:71]=[CH:70][CH:69]=2)=[CH:56][CH:55]=[C:54]([CH2:53][S:52][C:44]2[C:43]([F:42])=[C:48]([F:49])[CH:47]=[C:46]([F:50])[C:45]=2[F:51])[N:59]=1)=[O:7])([CH3:4])([CH3:3])[CH3:2], predict the reactants needed to synthesize it. The reactants are: [C:1]([O:5][C:6]([NH:8][CH2:9][CH2:10][CH2:11][NH:12]C(=O)/C=C/C1C(OCCC2C=CC=CC=2)=CC=C(CSC2C(Cl)=CC=CC=2Cl)N=1)=[O:7])([CH3:4])([CH3:3])[CH3:2].[F:42][C:43]1[C:48]([F:49])=[CH:47][C:46]([F:50])=[C:45]([F:51])[C:44]=1[S:52][CH2:53][C:54]1[N:59]=[C:58](/[CH:60]=[CH:61]/[C:62](O)=[O:63])[C:57]([O:65][CH2:66][CH2:67][C:68]2[CH:73]=[CH:72][CH:71]=[CH:70][CH:69]=2)=[CH:56][CH:55]=1.